This data is from Full USPTO retrosynthesis dataset with 1.9M reactions from patents (1976-2016). The task is: Predict the reactants needed to synthesize the given product. (1) Given the product [CH2:1]([N:8]1[CH2:12][CH2:11][CH:10]([O:13][C:19]2[CH:20]=[C:15]([F:14])[CH:16]=[CH:17][C:18]=2[C:21](=[O:23])[CH3:22])[CH2:9]1)[C:2]1[CH:3]=[CH:4][CH:5]=[CH:6][CH:7]=1, predict the reactants needed to synthesize it. The reactants are: [CH2:1]([N:8]1[CH2:12][CH2:11][CH:10]([OH:13])[CH2:9]1)[C:2]1[CH:7]=[CH:6][CH:5]=[CH:4][CH:3]=1.[F:14][C:15]1[CH:20]=[CH:19][C:18]([C:21](=[O:23])[CH3:22])=[C:17](O)[CH:16]=1.C1(P(C2C=CC=CC=2)C2C=CC=CC=2)C=CC=CC=1.N(C(OC(C)C)=O)=NC(OC(C)C)=O. (2) Given the product [OH:36][CH:35]([C:32]1[CH:33]=[CH:34][N:29]=[CH:30][CH:31]=1)[C:2]1[CH:3]=[C:4]([C:23]([OH:25])=[O:24])[C:5]2[O:9][C:8]([C:10]3[CH:11]=[CH:12][CH:13]=[CH:14][CH:15]=3)([C:16]3[CH:17]=[CH:18][CH:19]=[CH:20][CH:21]=3)[O:7][C:6]=2[CH:22]=1, predict the reactants needed to synthesize it. The reactants are: Br[C:2]1[CH:3]=[C:4]([C:23]([OH:25])=[O:24])[C:5]2[O:9][C:8]([C:16]3[CH:21]=[CH:20][CH:19]=[CH:18][CH:17]=3)([C:10]3[CH:15]=[CH:14][CH:13]=[CH:12][CH:11]=3)[O:7][C:6]=2[CH:22]=1.O(C)[Li].[N:29]1[CH:34]=[CH:33][C:32]([CH:35]=[O:36])=[CH:31][CH:30]=1. (3) The reactants are: [C:1]([C:3]1[C:4]([CH2:21][CH2:22][CH3:23])=[CH:5][C:6](OS(C(F)(F)F)(=O)=O)=[N:7][C:8]=1[S:9][CH2:10][C:11]#[N:12])#[N:2].[O:24]1[C:28]2([CH2:33][CH2:32][NH:31][CH2:30][CH2:29]2)[O:27][CH2:26][CH2:25]1.C(N(CC)CC)C.O. Given the product [NH2:2][C:1]1[C:3]2[C:8](=[N:7][C:6]([N:31]3[CH2:32][CH2:33][C:28]4([O:27][CH2:26][CH2:25][O:24]4)[CH2:29][CH2:30]3)=[CH:5][C:4]=2[CH2:21][CH2:22][CH3:23])[S:9][C:10]=1[C:11]#[N:12], predict the reactants needed to synthesize it. (4) Given the product [CH2:1]([C@H:8]1[CH2:12][O:11][C:10](=[O:13])[N:9]1[C:14]([C@H:15]1[C@H:16]([C:17]2[CH:22]=[CH:21][C:20]([Cl:23])=[CH:19][CH:18]=2)[CH2:36][N:32]([CH2:25][C:26]2[CH:31]=[CH:30][CH:29]=[CH:28][CH:27]=2)[CH2:33]1)=[O:24])[C:2]1[CH:7]=[CH:6][CH:5]=[CH:4][CH:3]=1, predict the reactants needed to synthesize it. The reactants are: [CH2:1]([C@H:8]1[CH2:12][O:11][C:10](=[O:13])[N:9]1[C:14](=[O:24])/[CH:15]=[CH:16]/[C:17]1[CH:22]=[CH:21][C:20]([Cl:23])=[CH:19][CH:18]=1)[C:2]1[CH:7]=[CH:6][CH:5]=[CH:4][CH:3]=1.[CH2:25]([N:32]([CH2:36][Si](C)(C)C)[CH2:33]OC)[C:26]1[CH:31]=[CH:30][CH:29]=[CH:28][CH:27]=1.FC(F)(F)C(O)=O.C(=O)([O-])O.[Na+]. (5) Given the product [OH:22][CH2:21][CH:20]([CH3:23])[CH2:19][CH2:18][NH:17][C:16]([CH:11]([NH:10][C:9]([CH:8]1[O:7][CH:6]1[C:4]([OH:5])=[O:3])=[O:25])[CH2:12][CH:13]([CH3:15])[CH3:14])=[O:24], predict the reactants needed to synthesize it. The reactants are: C([O:3][C:4]([CH:6]1[CH:8]([C:9](=[O:25])[NH:10][CH:11]([C:16](=[O:24])[NH:17][CH2:18][CH2:19][CH:20]([CH3:23])[CH2:21][OH:22])[CH2:12][CH:13]([CH3:15])[CH3:14])[O:7]1)=[O:5])C.[OH-].[K+]. (6) Given the product [CH2:1]([O:3][C:4](=[O:18])[CH2:5][CH:6]1[CH2:7][CH2:8][CH:9]([C:12]2[CH:17]=[CH:16][C:15]([C:23](=[O:25])[CH3:24])=[CH:14][CH:13]=2)[CH2:10][CH2:11]1)[CH3:2], predict the reactants needed to synthesize it. The reactants are: [CH2:1]([O:3][C:4](=[O:18])[CH2:5][CH:6]1[CH2:11][CH2:10][CH:9]([C:12]2[CH:17]=[CH:16][CH:15]=[CH:14][CH:13]=2)[CH2:8][CH2:7]1)[CH3:2].[Cl-].[Cl-].[Cl-].[Al+3].[C:23](Cl)(=[O:25])[CH3:24]. (7) Given the product [Si:9]([O:8][CH2:7][C:4]1[S:5][CH:6]=[C:2]([C:17]#[N:18])[CH:3]=1)([C:12]([CH3:15])([CH3:14])[CH3:13])([CH3:11])[CH3:10], predict the reactants needed to synthesize it. The reactants are: Br[C:2]1[CH:3]=[C:4]([CH2:7][O:8][Si:9]([C:12]([CH3:15])([CH3:14])[CH3:13])([CH3:11])[CH3:10])[S:5][CH:6]=1.[Cu](C#N)[C:17]#[N:18].N. (8) Given the product [Cl:33][C:27]1[CH:28]=[C:29]([N+:30]([O-:32])=[O:31])[C:24]([O:16][CH2:15][C:14]([N:10]2[CH2:11][C@H:12]([CH3:13])[N:7]([CH2:6][C:5]3[CH:4]=[CH:3][C:2]([F:1])=[CH:20][CH:19]=3)[CH2:8][C@H:9]2[CH3:18])=[O:17])=[N:25][CH:26]=1, predict the reactants needed to synthesize it. The reactants are: [F:1][C:2]1[CH:20]=[CH:19][C:5]([CH2:6][N:7]2[C@@H:12]([CH3:13])[CH2:11][N:10]([C:14](=[O:17])[CH2:15][OH:16])[C@H:9]([CH3:18])[CH2:8]2)=[CH:4][CH:3]=1.[H-].[Na+].Cl[C:24]1[C:29]([N+:30]([O-:32])=[O:31])=[CH:28][C:27]([Cl:33])=[CH:26][N:25]=1.